This data is from NCI-60 drug combinations with 297,098 pairs across 59 cell lines. The task is: Regression. Given two drug SMILES strings and cell line genomic features, predict the synergy score measuring deviation from expected non-interaction effect. Drug 2: C1CN(P(=O)(OC1)NCCCl)CCCl. Cell line: NCI-H522. Synergy scores: CSS=7.37, Synergy_ZIP=-2.72, Synergy_Bliss=-0.829, Synergy_Loewe=-1.07, Synergy_HSA=-1.06. Drug 1: C1CCC(C1)C(CC#N)N2C=C(C=N2)C3=C4C=CNC4=NC=N3.